From a dataset of Drug-target binding data from BindingDB using IC50 measurements. Regression. Given a target protein amino acid sequence and a drug SMILES string, predict the binding affinity score between them. We predict pIC50 (pIC50 = -log10(IC50 in M); higher means more potent). Dataset: bindingdb_ic50. (1) The compound is O=C(O)c1ccc(CN2C(=O)/C(=C/c3cccc(O)c3)S/C2=N\c2ccccc2)cc1. The target protein (P40347) has sequence MTIEKPKISVAFICLGNFCRSPMAEAIFKHEVEKANLENRFNKIDSFGTSNYHVGESPDHRTVSICKQHGVKINHKGKQIKTKHFDEYDYIIGMDESNINNLKKIQPEGSKAKVCLFGDWNTNDGTVQTIIEDPWYGDIQDFEYNFKQITYFSKQFLKKEL. The pIC50 is 3.6. (2) The compound is CC1=CC[C@H]2C(C)(C)CCC[C@]2(C)[C@H]1C[C@@H](OS(=O)(=O)[O-])[C@H](C)CCC/C(C)=C/Cc1cc(O)ccc1O. The target protein (P0CT06) has sequence MASKNMVNPAVEPSMEDDLFAREVAEVKQWWSDPRWRYTKRPFTAEQIVSKRGNLKIEYPSNAQSKKLWKILEGRFQKRDASYTYGCLEPTMVTQMAKYLDTVYVSGWQSSSTASSSDEPGPDLADYPYTTVPNKVSHLFMAQLFHDRKQRHERLSAPKSERSKLQNIDYLRPIIADADTGHGGLTAVMKLTKLFIEKGAAGIHIEDQAPGTKKCGHMAGKVLVPISEHINRLVAIRAQADIMGVDLLAIARTDAEAATLITTSIDPRDHAFILGCTNPSLQPLADLMNTAEQSGKTGDQLQAIEDEWMAKANLKRFDDAVVDVINSSSSIRNPKDVAAKYLQAAKGKSNREARAIASSLGVPEIFFDWDSPRTREGYFRIKGGCDCAINRAIAYAPYADAIWMESKLPDYEQAKEFAEGVHAVYPEQKLAYNLSPSFNWKTAMPRDEQETYIRRLAGLGYCWQFITLAGLHTTALISDRFARAYSEVGMRAYGELVQEP.... The pIC50 is 4.9.